This data is from Catalyst prediction with 721,799 reactions and 888 catalyst types from USPTO. The task is: Predict which catalyst facilitates the given reaction. Reactant: [C:1]1(/[CH:7]=[CH:8]/[C:9]2[CH:10]=[C:11]([N+:15]([O-])=O)[CH:12]=[CH:13][CH:14]=2)[CH:6]=[CH:5][CH:4]=[CH:3][CH:2]=1. Product: [C:1]1([CH2:7][CH2:8][C:9]2[CH:10]=[C:11]([CH:12]=[CH:13][CH:14]=2)[NH2:15])[CH:2]=[CH:3][CH:4]=[CH:5][CH:6]=1. The catalyst class is: 129.